This data is from Forward reaction prediction with 1.9M reactions from USPTO patents (1976-2016). The task is: Predict the product of the given reaction. (1) Given the reactants [F:1][C:2]1[C:7]([C:8](OC)=[O:9])=[CH:6][C:5]([N:12]2[CH2:17][CH2:16][CH:15]([NH:18][C:19]3[N:24]=[CH:23][CH:22]=[CH:21][N:20]=3)[CH2:14][CH2:13]2)=[CH:4][CH:3]=1.[C:25]1([S:31]([NH:34][C@@H:35]([CH2:43][NH2:44])[C:36]([O:38][C:39]([CH3:42])([CH3:41])[CH3:40])=[O:37])(=[O:33])=[O:32])[CH:30]=[CH:29][CH:28]=[CH:27][CH:26]=1.ON1C2C=CC=CC=2N=N1.CN1CCOCC1.Cl.C(N=C=NCCCN(C)C)C.C(=O)([O-])O.[Na+], predict the reaction product. The product is: [C:25]1([S:31]([NH:34][C@@H:35]([CH2:43][NH:44][C:8](=[O:9])[C:7]2[C:2]([F:1])=[CH:3][CH:4]=[C:5]([N:12]3[CH2:17][CH2:16][CH:15]([NH:18][C:19]4[N:20]=[CH:21][CH:22]=[CH:23][N:24]=4)[CH2:14][CH2:13]3)[CH:6]=2)[C:36]([O:38][C:39]([CH3:40])([CH3:41])[CH3:42])=[O:37])(=[O:32])=[O:33])[CH:26]=[CH:27][CH:28]=[CH:29][CH:30]=1. (2) Given the reactants [Br-:1].[Br-].[Br-].C([N+](CCCC)(CCCC)CCCC)CCC.C([N+](CCCC)(CCCC)CCCC)CCC.C([N+](CCCC)(CCCC)CCCC)CCC.[CH:55]([C:58]1[CH:63]=[CH:62][CH:61]=[C:60]([CH:64]([CH3:66])[CH3:65])[C:59]=1[NH2:67])([CH3:57])[CH3:56].S([O-])([O-])(=O)=S.[Na+].[Na+], predict the reaction product. The product is: [Br:1][C:62]1[CH:63]=[C:58]([CH:55]([CH3:57])[CH3:56])[C:59]([NH2:67])=[C:60]([CH:64]([CH3:66])[CH3:65])[CH:61]=1. (3) Given the reactants [CH2:1]([NH:8][C:9]1[CH:13]=[C:12]([C:14]2[CH:19]=[CH:18][N:17]=[CH:16][CH:15]=2)[S:11][C:10]=1[C:20]([OH:22])=O)[C:2]1[CH:7]=[CH:6][CH:5]=[CH:4][CH:3]=1.[Cl-].[NH4+].C([N:27](CC)CC)C.ON1C2C=CC=CC=2N=N1.Cl.C(N=C=NCCCN(C)C)C.C(=O)([O-])O.[Na+], predict the reaction product. The product is: [CH2:1]([NH:8][C:9]1[CH:13]=[C:12]([C:14]2[CH:19]=[CH:18][N:17]=[CH:16][CH:15]=2)[S:11][C:10]=1[C:20]([NH2:27])=[O:22])[C:2]1[CH:7]=[CH:6][CH:5]=[CH:4][CH:3]=1. (4) Given the reactants [NH:1]([C:3]1[CH:4]=[C:5]([CH:9]=[CH:10][CH:11]=1)[C:6]([OH:8])=[O:7])[NH2:2].[F:12][C:13]1[CH:20]=[CH:19][C:18]([I:21])=[CH:17][C:14]=1[CH:15]=O.C(=O)([O-])[O-].[Cs+].[Cs+].Cl, predict the reaction product. The product is: [F:12][C:13]1[CH:20]=[CH:19][C:18]([I:21])=[CH:17][C:14]=1[CH:15]=[N:2][NH:1][C:3]1[CH:4]=[C:5]([CH:9]=[CH:10][CH:11]=1)[C:6]([OH:8])=[O:7]. (5) Given the reactants [CH3:13][C:12]([O:11][C:9](O[C:9]([O:11][C:12]([CH3:15])([CH3:14])[CH3:13])=[O:10])=[O:10])([CH3:15])[CH3:14].[NH2:16][C@H:17]1[CH2:22][CH2:21][C@H:20]([NH2:23])[CH2:19][CH2:18]1, predict the reaction product. The product is: [C:12]([O:11][C:9](=[O:10])[NH:16][CH:17]1[CH2:22][CH2:21][CH:20]([NH2:23])[CH2:19][CH2:18]1)([CH3:13])([CH3:14])[CH3:15].